Predict the reactants needed to synthesize the given product. From a dataset of Full USPTO retrosynthesis dataset with 1.9M reactions from patents (1976-2016). (1) Given the product [CH2:18]([O:25][C:7]1[CH:8]=[C:9]([C:11]([F:14])([F:13])[F:12])[CH:10]=[C:3]([O:2][CH3:1])[C:4]=1[C:5]#[N:6])[C:19]1[CH:24]=[CH:23][CH:22]=[CH:21][CH:20]=1, predict the reactants needed to synthesize it. The reactants are: [CH3:1][O:2][C:3]1[CH:10]=[C:9]([C:11]([F:14])([F:13])[F:12])[CH:8]=[C:7]([N+]([O-])=O)[C:4]=1[C:5]#[N:6].[CH2:18]([OH:25])[C:19]1[CH:24]=[CH:23][CH:22]=[CH:21][CH:20]=1.[OH-].[K+]. (2) Given the product [NH:1]1[C:5]2[CH:6]=[CH:7][CH:8]=[CH:9][C:4]=2[N:3]=[C:2]1[S:10]([CH2:11][C:12]1[CH:13]=[CH:14][C:15]([NH2:18])=[N:16][CH:17]=1)=[O:19], predict the reactants needed to synthesize it. The reactants are: [NH:1]1[C:5]2[CH:6]=[CH:7][CH:8]=[CH:9][C:4]=2[N:3]=[C:2]1[S:10][CH2:11][C:12]1[CH:13]=[CH:14][C:15]([NH2:18])=[N:16][CH:17]=1.[OH2:19]. (3) Given the product [CH:1]([N:14]1[CH2:19][CH2:18][N:17]([CH2:24][CH2:25][N:26]2[CH2:30][CH2:29][C:28]([C:37]3[CH:42]=[CH:41][CH:40]=[CH:39][CH:38]=3)([C:31]3[CH:36]=[CH:35][CH:34]=[CH:33][CH:32]=3)[C:27]2=[O:43])[C:16](=[O:20])[CH2:15]1)([C:2]1[CH:7]=[CH:6][CH:5]=[CH:4][CH:3]=1)[C:8]1[CH:13]=[CH:12][CH:11]=[CH:10][CH:9]=1, predict the reactants needed to synthesize it. The reactants are: [CH:1]([N:14]1[CH2:19][CH2:18][NH:17][C:16](=[O:20])[CH2:15]1)([C:8]1[CH:13]=[CH:12][CH:11]=[CH:10][CH:9]=1)[C:2]1[CH:7]=[CH:6][CH:5]=[CH:4][CH:3]=1.[H-].[Na+].Br[CH2:24][CH2:25][N:26]1[CH2:30][CH2:29][C:28]([C:37]2[CH:42]=[CH:41][CH:40]=[CH:39][CH:38]=2)([C:31]2[CH:36]=[CH:35][CH:34]=[CH:33][CH:32]=2)[C:27]1=[O:43]. (4) Given the product [CH2:9]([C:2]1[CH:3]([OH:8])[CH2:4][CH2:5][C:6]=1[CH3:7])[CH3:10], predict the reactants needed to synthesize it. The reactants are: Br[C:2]1[CH:3]([OH:8])[CH2:4][CH2:5][C:6]=1[CH3:7].[CH2:9]([Mg]Br)[CH3:10]. (5) Given the product [CH3:4][O:5][C:6]1[CH:7]=[CH:8][C:9]([N:12]2[CH2:17][CH2:16][N:15]([C:18]3[C:19]([CH3:39])=[C:20]([CH:37]([OH:38])[CH3:1])[C:21]4[O:25][C:24]([CH3:27])([CH3:26])[CH:23]([C:28]5[CH:29]=[CH:30][C:31]([CH3:34])=[CH:32][CH:33]=5)[C:22]=4[C:35]=3[CH3:36])[CH2:14][CH2:13]2)=[CH:10][CH:11]=1, predict the reactants needed to synthesize it. The reactants are: [CH3:1][Mg]Br.[CH3:4][O:5][C:6]1[CH:11]=[CH:10][C:9]([N:12]2[CH2:17][CH2:16][N:15]([C:18]3[C:19]([CH3:39])=[C:20]([CH:37]=[O:38])[C:21]4[O:25][C:24]([CH3:27])([CH3:26])[CH:23]([C:28]5[CH:33]=[CH:32][C:31]([CH3:34])=[CH:30][CH:29]=5)[C:22]=4[C:35]=3[CH3:36])[CH2:14][CH2:13]2)=[CH:8][CH:7]=1.O. (6) Given the product [F:22][C:23]1[CH:32]=[CH:31][C:26]([C:27]([NH:29][N:30]=[CH:1][C:3]2[CH:8]=[CH:7][C:6]([C@@H:9]3[O:14][CH2:13][CH2:12][N:11]([C:15]([O:17][C:18]([CH3:21])([CH3:20])[CH3:19])=[O:16])[CH2:10]3)=[CH:5][CH:4]=2)=[O:28])=[CH:25][CH:24]=1, predict the reactants needed to synthesize it. The reactants are: [CH:1]([C:3]1[CH:8]=[CH:7][C:6]([C@@H:9]2[O:14][CH2:13][CH2:12][N:11]([C:15]([O:17][C:18]([CH3:21])([CH3:20])[CH3:19])=[O:16])[CH2:10]2)=[CH:5][CH:4]=1)=O.[F:22][C:23]1[CH:32]=[CH:31][C:26]([C:27]([NH:29][NH2:30])=[O:28])=[CH:25][CH:24]=1.